Dataset: Forward reaction prediction with 1.9M reactions from USPTO patents (1976-2016). Task: Predict the product of the given reaction. (1) Given the reactants [NH2:1][C:2]1[C:7]([C:8]2[N:17]([C:18]3[CH:23]=[CH:22][C:21]([C:24]4([NH:28][C:29](=[O:35])[O:30][C:31]([CH3:34])([CH3:33])[CH3:32])[CH2:27][CH2:26][CH2:25]4)=[CH:20][CH:19]=3)[C:11]3=[N:12][C:13](Cl)=[CH:14][CH:15]=[C:10]3[N:9]=2)=[CH:6][CH:5]=[CH:4][N:3]=1.[CH3:36][N:37]([CH:41]1[CH2:46][CH2:45][N:44]([C:47]2[CH:52]=[CH:51][CH:50]=[C:49](B3OC(C)(C)C(C)(C)O3)[CH:48]=2)[CH2:43][CH2:42]1)[C:38](=[O:40])[CH3:39].C([O-])([O-])=O.[Na+].[Na+], predict the reaction product. The product is: [NH2:1][C:2]1[C:7]([C:8]2[N:17]([C:18]3[CH:23]=[CH:22][C:21]([C:24]4([NH:28][C:29](=[O:35])[O:30][C:31]([CH3:34])([CH3:33])[CH3:32])[CH2:27][CH2:26][CH2:25]4)=[CH:20][CH:19]=3)[C:11]3=[N:12][C:13]([C:49]4[CH:50]=[CH:51][CH:52]=[C:47]([N:44]5[CH2:43][CH2:42][CH:41]([N:37]([CH3:36])[C:38](=[O:40])[CH3:39])[CH2:46][CH2:45]5)[CH:48]=4)=[CH:14][CH:15]=[C:10]3[N:9]=2)=[CH:6][CH:5]=[CH:4][N:3]=1. (2) Given the reactants Cl[C:2]1[CH:7]=[CH:6][C:5]([F:8])=[CH:4][C:3]=1[O:9][CH3:10].[C:11](=[N:24][NH2:25])([C:18]1[CH:23]=[CH:22][CH:21]=[CH:20][CH:19]=1)[C:12]1[CH:17]=[CH:16][CH:15]=[CH:14][CH:13]=1.CC(C)([O-])C.[Na+].C(P(C(C)(C)C)C1C=CC=CC=1C1C=CC=CC=1)(C)(C)C, predict the reaction product. The product is: [F:8][C:5]1[CH:6]=[CH:7][C:2]([NH:25][N:24]=[C:11]([C:12]2[CH:17]=[CH:16][CH:15]=[CH:14][CH:13]=2)[C:18]2[CH:23]=[CH:22][CH:21]=[CH:20][CH:19]=2)=[C:3]([O:9][CH3:10])[CH:4]=1. (3) Given the reactants [C:1]([C:5]1[CH:6]=[C:7]([CH:16]=[C:17]([C:19]2[N:20]([CH2:29][CH:30]3[CH2:35][CH2:34][CH2:33][CH2:32][CH2:31]3)[C:21]([CH3:28])=[C:22]([S:24](=[O:27])(=[O:26])[NH2:25])[CH:23]=2)[CH:18]=1)[O:8][CH2:9][CH2:10][CH2:11][C:12]([O:14]C)=[O:13])([CH3:4])([CH3:3])[CH3:2].[Li+].[OH-], predict the reaction product. The product is: [C:1]([C:5]1[CH:6]=[C:7]([CH:16]=[C:17]([C:19]2[N:20]([CH2:29][CH:30]3[CH2:31][CH2:32][CH2:33][CH2:34][CH2:35]3)[C:21]([CH3:28])=[C:22]([S:24](=[O:26])(=[O:27])[NH2:25])[CH:23]=2)[CH:18]=1)[O:8][CH2:9][CH2:10][CH2:11][C:12]([OH:14])=[O:13])([CH3:4])([CH3:2])[CH3:3].